Regression/Classification. Given a drug SMILES string, predict its absorption, distribution, metabolism, or excretion properties. Task type varies by dataset: regression for continuous measurements (e.g., permeability, clearance, half-life) or binary classification for categorical outcomes (e.g., BBB penetration, CYP inhibition). Dataset: bbb_martins. From a dataset of Blood-brain barrier penetration binary classification data from Martins et al.. (1) The result is 1 (penetrates BBB). The molecule is C#CCN[C@@H]1CCc2ccccc21. (2) The drug is COC[C@H]1CN(c2ccc(OCC[C@@H](O)C(F)(F)F)cc2)C(=O)O1. The result is 1 (penetrates BBB).